From a dataset of Reaction yield outcomes from USPTO patents with 853,638 reactions. Predict the reaction yield, written as a fraction of the theoretical maximum amount of product (1.0 means a 100% yield; for example, 0.34 means a 34% yield). (1) The reactants are [Cl:1][C:2]1[CH:7]=[C:6]([O:8][CH2:9][CH3:10])[CH:5]=[CH:4][N:3]=1.OS(O)(=O)=O.[Br:16]N1C(=O)CCC1=O. The catalyst is CC(=O)OCC. The product is [Br:16][C:5]1[C:6]([O:8][CH2:9][CH3:10])=[CH:7][C:2]([Cl:1])=[N:3][CH:4]=1. The yield is 0.400. (2) The reactants are [Br:1][C:2]1[CH:3]=[C:4]([N:12]([CH2:19][CH:20]([F:22])[F:21])[CH:13]2[CH2:18][CH2:17][O:16][CH2:15][CH2:14]2)[C:5]([CH3:11])=[C:6]([CH:10]=1)[C:7]([OH:9])=O.CN(C(ON1N=NC2C=CC=NC1=2)=[N+](C)C)C.F[P-](F)(F)(F)(F)F.CCN(C(C)C)C(C)C.[NH2:56][CH2:57][C:58]1[C:59](=[O:66])[NH:60][C:61]([CH3:65])=[CH:62][C:63]=1[CH3:64]. The catalyst is CN(C=O)C.O.C(Cl)Cl. The product is [Br:1][C:2]1[CH:3]=[C:4]([N:12]([CH2:19][CH:20]([F:21])[F:22])[CH:13]2[CH2:18][CH2:17][O:16][CH2:15][CH2:14]2)[C:5]([CH3:11])=[C:6]([CH:10]=1)[C:7]([NH:56][CH2:57][C:58]1[C:59](=[O:66])[NH:60][C:61]([CH3:65])=[CH:62][C:63]=1[CH3:64])=[O:9]. The yield is 0.770. (3) The yield is 0.340. The reactants are [CH3:1][C:2]1[CH:11]=[CH:10][CH:9]=[C:8]2[C:3]=1[C:4](=[O:17])[C:5]([C:12]([O:14]CC)=[O:13])=[CH:6][NH:7]2.[OH-].[Na+].Cl. No catalyst specified. The product is [CH3:1][C:2]1[CH:11]=[CH:10][CH:9]=[C:8]2[C:3]=1[C:4](=[O:17])[C:5]([C:12]([OH:14])=[O:13])=[CH:6][NH:7]2. (4) The reactants are [CH3:1][C@@H:2]([O:5][C:6]1[CH:12]=[CH:11][C:9]([NH2:10])=[CH:8][CH:7]=1)[CH2:3][CH3:4].[C:13](Cl)(Cl)=[O:14]. The catalyst is CCOC(C)=O. The product is [N:10]([C:9]1[CH:8]=[CH:7][C:6]([O:5][C@H:2]([CH3:1])[CH2:3][CH3:4])=[CH:12][CH:11]=1)=[C:13]=[O:14]. The yield is 0.990.